Dataset: Full USPTO retrosynthesis dataset with 1.9M reactions from patents (1976-2016). Task: Predict the reactants needed to synthesize the given product. (1) Given the product [CH3:1][O:2][C:3]1([CH2:13][O:14][CH3:15])[CH2:4][CH2:5][C:6](=[O:7])[CH2:11][CH2:12]1, predict the reactants needed to synthesize it. The reactants are: [CH3:1][O:2][C:3]1([CH2:13][O:14][CH3:15])[CH2:12][CH2:11][C:6]2(OCC[O:7]2)[CH2:5][CH2:4]1.CC(C)=O.O.CC1C=CC(S(O)(=O)=O)=CC=1. (2) Given the product [OH:6][C:7]1[CH:8]=[C:9]2[C:13](=[CH:14][C:15]=1[OH:16])[C:12](=[O:18])[CH2:11][CH2:10]2, predict the reactants needed to synthesize it. The reactants are: BrB(Br)Br.C[O:6][C:7]1[CH:8]=[C:9]2[C:13](=[CH:14][C:15]=1[O:16]C)[C:12](=[O:18])[CH2:11][CH2:10]2.